This data is from NCI-60 drug combinations with 297,098 pairs across 59 cell lines. The task is: Regression. Given two drug SMILES strings and cell line genomic features, predict the synergy score measuring deviation from expected non-interaction effect. (1) Drug 1: CN(C)N=NC1=C(NC=N1)C(=O)N. Drug 2: C1CNP(=O)(OC1)N(CCCl)CCCl. Cell line: IGROV1. Synergy scores: CSS=9.17, Synergy_ZIP=-3.90, Synergy_Bliss=4.52, Synergy_Loewe=-8.58, Synergy_HSA=2.26. (2) Drug 1: C1=NC2=C(N=C(N=C2N1C3C(C(C(O3)CO)O)O)F)N. Drug 2: C1=NNC2=C1C(=O)NC=N2. Cell line: PC-3. Synergy scores: CSS=8.83, Synergy_ZIP=-1.32, Synergy_Bliss=1.58, Synergy_Loewe=-4.65, Synergy_HSA=-0.615.